Dataset: Full USPTO retrosynthesis dataset with 1.9M reactions from patents (1976-2016). Task: Predict the reactants needed to synthesize the given product. (1) The reactants are: [F:1][C:2]1[CH:3]=[C:4]([CH:7]=[CH:8][C:9]=1[F:10])[CH:5]=O.[C:11]([OH:17])(=[O:16])[CH2:12]C(O)=O.C([O-])(=O)C.[NH4+:22]. Given the product [NH2:22][CH:5]([C:4]1[CH:7]=[CH:8][C:9]([F:10])=[C:2]([F:1])[CH:3]=1)[CH2:12][C:11]([OH:17])=[O:16], predict the reactants needed to synthesize it. (2) Given the product [CH2:15]([NH:22][C:2]1[C:3]([C:10]([O:12][CH2:13][CH3:14])=[O:11])=[CH:4][N:5]([CH3:9])[C:6](=[O:8])[CH:7]=1)[C:16]1[CH:21]=[CH:20][CH:19]=[CH:18][CH:17]=1, predict the reactants needed to synthesize it. The reactants are: Cl[C:2]1[C:3]([C:10]([O:12][CH2:13][CH3:14])=[O:11])=[CH:4][N:5]([CH3:9])[C:6](=[O:8])[CH:7]=1.[CH2:15]([NH2:22])[C:16]1[CH:21]=[CH:20][CH:19]=[CH:18][CH:17]=1.